This data is from Full USPTO retrosynthesis dataset with 1.9M reactions from patents (1976-2016). The task is: Predict the reactants needed to synthesize the given product. (1) Given the product [C:1]([C:5]1[S:13][C:12]2[C:11]([Cl:17])=[N:10][CH:9]=[N:8][C:7]=2[CH:6]=1)([CH3:4])([CH3:3])[CH3:2], predict the reactants needed to synthesize it. The reactants are: [C:1]([C:5]1[S:13][C:12]2[C:11](O)=[N:10][CH:9]=[N:8][C:7]=2[CH:6]=1)([CH3:4])([CH3:3])[CH3:2].P(Cl)(Cl)([Cl:17])=O. (2) Given the product [OH:37][C@@H:21]1[CH2:20][CH2:19][C@@:18]2([CH2:17][O:16][CH3:15])[C@@H:23]([CH2:24][CH2:25][C@@H:26]3[C@@H:35]2[CH2:34][CH2:33][C@@:31]2([CH3:32])[C@H:27]3[CH2:28][CH2:29][C:30]2=[O:36])[CH2:22]1, predict the reactants needed to synthesize it. The reactants are: CCC(C)[BH-](C(C)CC)C(C)CC.[K+].[CH3:15][O:16][CH2:17][C@@:18]12[C@@H:35]3[C@H:26]([C@H:27]4[C@@:31]([CH2:33][CH2:34]3)([CH3:32])[C:30](=[O:36])[CH2:29][CH2:28]4)[CH2:25][CH2:24][C@H:23]1[CH2:22][C:21](=[O:37])[CH2:20][CH2:19]2.[OH-].[Na+].OO. (3) Given the product [Cl:1][C:2]1[CH:3]=[C:4]([N:13]([CH2:20][CH3:21])[CH:14]2[CH2:19][CH2:18][O:17][CH2:16][CH2:15]2)[C:5]([CH2:11][CH3:12])=[C:6]([CH:10]=1)[C:7]([NH:55][CH2:56][C:57]1[C:58](=[O:65])[NH:59][C:60]([CH3:64])=[CH:61][C:62]=1[CH3:63])=[O:9], predict the reactants needed to synthesize it. The reactants are: [Cl:1][C:2]1[CH:3]=[C:4]([N:13]([CH2:20][CH3:21])[CH:14]2[CH2:19][CH2:18][O:17][CH2:16][CH2:15]2)[C:5]([CH2:11][CH3:12])=[C:6]([CH:10]=1)[C:7]([OH:9])=O.CN(C(ON1N=NC2C=CC=CC1=2)=[N+](C)C)C.F[P-](F)(F)(F)(F)F.C(N(C(C)C)C(C)C)C.[NH2:55][CH2:56][C:57]1[C:58](=[O:65])[NH:59][C:60]([CH3:64])=[CH:61][C:62]=1[CH3:63]. (4) Given the product [Cl:1][C:2]1[N:6]([C:7]2[CH:8]=[CH:9][C:10]([C:13]3[CH:18]=[C:17]([CH3:19])[CH:16]=[CH:15][C:14]=3[O:20][CH3:21])=[CH:11][CH:12]=2)[C:5]2[C:22]([OH:23])=[C:29]([C:30]#[N:31])[C:28](=[O:32])[NH:27][C:4]=2[CH:3]=1, predict the reactants needed to synthesize it. The reactants are: [Cl:1][C:2]1[N:6]([C:7]2[CH:12]=[CH:11][C:10]([C:13]3[CH:18]=[C:17]([CH3:19])[CH:16]=[CH:15][C:14]=3[O:20][CH3:21])=[CH:9][CH:8]=2)[C:5]([C:22](OCC)=[O:23])=[C:4]([NH:27][C:28](=[O:32])[CH2:29][C:30]#[N:31])[CH:3]=1.CC(C)([O-])C.[K+].O.Cl. (5) Given the product [CH3:45][O:44][C:39](=[O:43])[CH2:40][CH:41]([NH:11][C@@H:8]([C:5]1[CH:6]=[CH:7][C:2]([Cl:1])=[C:3]([O:13][C:14]2[CH:15]=[CH:16][CH:17]=[CH:18][CH:19]=2)[C:4]=1[F:12])[CH2:9][CH3:10])[CH3:42], predict the reactants needed to synthesize it. The reactants are: [Cl:1][C:2]1[CH:7]=[CH:6][C:5]([C@H:8]([NH2:11])[CH2:9][CH3:10])=[C:4]([F:12])[C:3]=1[O:13][C:14]1[CH:19]=[CH:18][CH:17]=[CH:16][CH:15]=1.FC1C(OC2C=CC=CC=2)=C(F)C=CC=1C(N)CC.[C:39]([O:44][CH3:45])(=[O:43])/[CH:40]=[CH:41]/[CH3:42]. (6) The reactants are: [CH2:1]([NH:6][C:7]([NH:9][C:10](=[N:17][C:18]1[CH:23]=[CH:22][CH:21]=[CH:20][CH:19]=1)[C:11]1[CH:16]=[CH:15][CH:14]=[CH:13][CH:12]=1)=[S:8])[CH2:2][CH2:3][CH2:4][CH3:5].[Br:24]Br. Given the product [BrH:24].[CH2:1]([N:6]=[C:7]1[S:8][N:17]([C:18]2[CH:19]=[CH:20][CH:21]=[CH:22][CH:23]=2)[C:10]([C:11]2[CH:12]=[CH:13][CH:14]=[CH:15][CH:16]=2)=[N:9]1)[CH2:2][CH2:3][CH2:4][CH3:5], predict the reactants needed to synthesize it.